Dataset: Forward reaction prediction with 1.9M reactions from USPTO patents (1976-2016). Task: Predict the product of the given reaction. Given the reactants [Br:1][C:2]1[CH:7]=[CH:6][C:5](F)=[C:4]([N+:9]([O-:11])=[O:10])[CH:3]=1.[NH2:12][C:13]1[CH:18]=[CH:17][CH:16]=[CH:15][CH:14]=1, predict the reaction product. The product is: [Br:1][C:2]1[CH:7]=[CH:6][C:5]([NH:12][C:13]2[CH:18]=[CH:17][CH:16]=[CH:15][CH:14]=2)=[C:4]([N+:9]([O-:11])=[O:10])[CH:3]=1.